This data is from Full USPTO retrosynthesis dataset with 1.9M reactions from patents (1976-2016). The task is: Predict the reactants needed to synthesize the given product. (1) Given the product [CH2:1]([O:3][C:4](=[O:26])[C:5]([O:8][C:9]1[CH:10]=[C:11]([O:24][CH3:25])[CH:12]=[C:13]([C:15](=[O:23])[NH:16][CH:17]2[CH2:18][CH2:19][N:20]([CH2:33][C:32]3[CH:35]=[C:36]([O:43][CH2:44][CH3:45])[C:37]([N:38]4[CH:42]=[CH:41][CH:40]=[CH:39]4)=[C:30]([O:29][CH2:27][CH3:28])[CH:31]=3)[CH2:21][CH2:22]2)[CH:14]=1)([CH3:6])[CH3:7])[CH3:2], predict the reactants needed to synthesize it. The reactants are: [CH2:1]([O:3][C:4](=[O:26])[C:5]([O:8][C:9]1[CH:14]=[C:13]([C:15](=[O:23])[NH:16][CH:17]2[CH2:22][CH2:21][NH:20][CH2:19][CH2:18]2)[CH:12]=[C:11]([O:24][CH3:25])[CH:10]=1)([CH3:7])[CH3:6])[CH3:2].[CH2:27]([O:29][C:30]1[CH:31]=[C:32]([CH:35]=[C:36]([O:43][CH2:44][CH3:45])[C:37]=1[N:38]1[CH:42]=[CH:41][CH:40]=[CH:39]1)[CH:33]=O)[CH3:28].C([BH3-])#N.[Na+].C(N(C(C)C)C(C)C)C. (2) Given the product [ClH:31].[CH2:1]([N:8]1[C:12]2=[C:13]([NH:20][CH2:21][C:22]3[CH:23]=[CH:24][C:25]([F:28])=[CH:26][CH:27]=3)[N:14]=[C:15]([C:17]([OH:19])=[O:18])[CH:16]=[C:11]2[C:10]([CH3:29])=[C:9]1[CH3:30])[C:2]1[CH:3]=[CH:4][CH:5]=[CH:6][CH:7]=1, predict the reactants needed to synthesize it. The reactants are: [CH2:1]([N:8]1[C:12]2=[C:13]([NH:20][CH2:21][C:22]3[CH:27]=[CH:26][C:25]([F:28])=[CH:24][CH:23]=3)[N:14]=[C:15]([C:17]([OH:19])=[O:18])[CH:16]=[C:11]2[C:10]([CH3:29])=[C:9]1[CH3:30])[C:2]1[CH:7]=[CH:6][CH:5]=[CH:4][CH:3]=1.[ClH:31]. (3) Given the product [C:1]([C:6]1[CH:7]=[C:8]([C:28]#[N:29])[C:9]([N:19]2[CH2:20][CH2:21][CH:22]([C:25]([NH:41][S:38]([CH2:37][C:34]3[CH:35]=[CH:36][C:31]([CH3:30])=[CH:32][CH:33]=3)(=[O:39])=[O:40])=[O:27])[CH2:23][CH2:24]2)=[N:10][C:11]=1[CH2:12][N:13]1[CH2:17][CH2:16][CH2:15][C:14]1=[O:18])(=[O:5])[CH2:2][CH2:3][CH3:4], predict the reactants needed to synthesize it. The reactants are: [C:1]([C:6]1[CH:7]=[C:8]([C:28]#[N:29])[C:9]([N:19]2[CH2:24][CH2:23][CH:22]([C:25]([OH:27])=O)[CH2:21][CH2:20]2)=[N:10][C:11]=1[CH2:12][N:13]1[CH2:17][CH2:16][CH2:15][C:14]1=[O:18])(=[O:5])[CH2:2][CH2:3][CH3:4].[CH3:30][C:31]1[CH:36]=[CH:35][C:34]([CH2:37][S:38]([NH2:41])(=[O:40])=[O:39])=[CH:33][CH:32]=1. (4) Given the product [C:1]1([C:11]2[N:16]=[C:15]([NH2:17])[N:14]=[C:13]([NH:18][CH2:19][CH2:20][CH3:21])[CH:12]=2)[CH:6]=[CH:5][CH:4]=[CH:3][CH:2]=1, predict the reactants needed to synthesize it. The reactants are: [C:1]1(B(O)O)[CH:6]=[CH:5][CH:4]=[CH:3][CH:2]=1.Cl[C:11]1[N:16]=[C:15]([NH2:17])[N:14]=[C:13]([NH:18][CH2:19][CH2:20][CH3:21])[CH:12]=1. (5) The reactants are: Cl.Cl.Cl.[NH:4]([C:6]1[CH:11]=[C:10]([C:12]2[CH:17]=[CH:16][CH:15]=[CH:14][CH:13]=2)[N:9]=[C:8]([CH3:18])[N:7]=1)[NH2:5].[C:19]([C:22]1[CH:27]=[CH:26][C:25]([NH:28][C:29](=[O:31])[CH3:30])=[CH:24][CH:23]=1)(=O)[CH3:20]. Given the product [CH3:18][C:8]1[N:7]=[C:6]([NH:4][N:5]=[C:19]([C:22]2[CH:27]=[CH:26][C:25]([NH:28][C:29](=[O:31])[CH3:30])=[CH:24][CH:23]=2)[CH3:20])[CH:11]=[C:10]([C:12]2[CH:17]=[CH:16][CH:15]=[CH:14][CH:13]=2)[N:9]=1, predict the reactants needed to synthesize it.